From a dataset of Tyrosyl-DNA phosphodiesterase HTS with 341,365 compounds. Binary Classification. Given a drug SMILES string, predict its activity (active/inactive) in a high-throughput screening assay against a specified biological target. The compound is Clc1cc(n2c(=O)n(c3c(sc4c3cccc4)c2=O)CC(=O)N)ccc1F. The result is 0 (inactive).